From a dataset of Reaction yield outcomes from USPTO patents with 853,638 reactions. Predict the reaction yield, written as a fraction of the theoretical maximum amount of product (1.0 means a 100% yield; for example, 0.34 means a 34% yield). (1) The reactants are [CH:1]1([C:4](=O)[CH2:5][C:6]([O:8]C)=O)[CH2:3][CH2:2]1.[CH3:11][NH:12][NH2:13]. The catalyst is C1(C)C=CC=CC=1. The product is [CH:1]1([C:4]2[CH2:5][C:6](=[O:8])[N:12]([CH3:11])[N:13]=2)[CH2:3][CH2:2]1. The yield is 0.980. (2) The reactants are [Cl-].O[NH3+:3].[C:4](=[O:7])([O-])[OH:5].[Na+].CS(C)=O.[CH3:13][C:14]1[N:47]=[C:17]2[N:18]([CH2:41][C:42]3([CH3:46])[CH2:45][O:44][CH2:43]3)[C:19](=[O:40])[C:20]([CH2:25][C:26]3[CH:31]=[CH:30][C:29]([C:32]4[C:33]([C:38]#[N:39])=[CH:34][CH:35]=[CH:36][CH:37]=4)=[CH:28][CH:27]=3)=[C:21]([CH2:22][CH2:23][CH3:24])[N:16]2[N:15]=1. The catalyst is C(OCC)(=O)C. The product is [CH3:13][C:14]1[N:47]=[C:17]2[N:18]([CH2:41][C:42]3([CH3:46])[CH2:45][O:44][CH2:43]3)[C:19](=[O:40])[C:20]([CH2:25][C:26]3[CH:27]=[CH:28][C:29]([C:32]4[CH:37]=[CH:36][CH:35]=[CH:34][C:33]=4[C:38]4[NH:3][C:4](=[O:7])[O:5][N:39]=4)=[CH:30][CH:31]=3)=[C:21]([CH2:22][CH2:23][CH3:24])[N:16]2[N:15]=1. The yield is 0.230. (3) The reactants are [CH2:1]([O:8][C:9]([NH:11][C@@H:12]([CH2:18][CH2:19][C:20]([O:22]C(C)(C)C)=[O:21])[C:13]([O:15][CH2:16][CH3:17])=[O:14])=[O:10])[C:2]1[CH:7]=[CH:6][CH:5]=[CH:4][CH:3]=1.C(O)(C(F)(F)F)=O. The catalyst is C(Cl)Cl. The product is [CH2:1]([O:8][C:9]([NH:11][C@H:12]([C:13]([O:15][CH2:16][CH3:17])=[O:14])[CH2:18][CH2:19][C:20]([OH:22])=[O:21])=[O:10])[C:2]1[CH:3]=[CH:4][CH:5]=[CH:6][CH:7]=1. The yield is 1.00. (4) The reactants are C[O:2][C:3]1[CH:21]=[CH:20][C:6]([O:7][C:8]2[CH:13]=[CH:12][C:11]([C:14]3[CH:19]=[CH:18][CH:17]=[CH:16][CH:15]=3)=[CH:10][CH:9]=2)=[CH:5][CH:4]=1.O. The catalyst is ClCCl. The product is [C:11]1([C:14]2[CH:19]=[CH:18][CH:17]=[CH:16][CH:15]=2)[CH:12]=[CH:13][C:8]([O:7][C:6]2[CH:20]=[CH:21][C:3]([OH:2])=[CH:4][CH:5]=2)=[CH:9][CH:10]=1. The yield is 0.120. (5) The reactants are [NH:1]1[CH2:7][CH2:6][CH2:5][CH:4]([C:8]2[N:16]3[C:11]([C:12]([NH2:17])=[N:13][CH:14]=[N:15]3)=[C:10]([C:18]3[CH:19]=[CH:20][C:21]4[C:25]([CH:26]=3)=[N:24][N:23]([CH2:27][C:28]3[CH:33]=[CH:32][CH:31]=[CH:30][CH:29]=3)[CH:22]=4)[CH:9]=2)[CH2:3][CH2:2]1.[CH3:34][S:35](Cl)(=[O:37])=[O:36].C(N(CC)C(C)C)(C)C. The catalyst is CN(C=O)C. The product is [CH2:27]([N:23]1[CH:22]=[C:21]2[C:25]([CH:26]=[C:18]([C:10]3[CH:9]=[C:8]([CH:4]4[CH2:5][CH2:6][CH2:7][N:1]([S:35]([CH3:34])(=[O:37])=[O:36])[CH2:2][CH2:3]4)[N:16]4[C:11]=3[C:12]([NH2:17])=[N:13][CH:14]=[N:15]4)[CH:19]=[CH:20]2)=[N:24]1)[C:28]1[CH:33]=[CH:32][CH:31]=[CH:30][CH:29]=1. The yield is 0.210.